From a dataset of Full USPTO retrosynthesis dataset with 1.9M reactions from patents (1976-2016). Predict the reactants needed to synthesize the given product. (1) Given the product [CH2:1]([N:5]1[C:19](=[O:25])[C:20](=[C:47]2[S:49][CH2:40][CH2:39][CH2:37][S:48]2)[C:21](=[O:23])[N:14]([CH:8]2[CH2:13][CH2:12][CH2:11][CH2:10][CH2:9]2)[C:6]1=[O:7])[CH2:2][CH2:3][CH3:4], predict the reactants needed to synthesize it. The reactants are: [CH2:1]([N:5]=[C:6]=[O:7])[CH2:2][CH2:3][CH3:4].[CH:8]1([NH2:14])[CH2:13][CH2:12][CH2:11][CH2:10][CH2:9]1.NC(N)=O.[C:19]([OH:25])(=O)[CH2:20][C:21]([OH:23])=O.C(OC(=O)C)(=O)C.N1[C:40](=O)[CH2:39][C:37](=O)NC1=O.BrCCCBr.[C:47](=[S:49])=[S:48]. (2) Given the product [CH2:24]([NH:26][C:3](=[O:5])[CH:2]([OH:1])[CH:8]([N:15]([CH3:23])[C:16]1[CH:17]=[CH:18][C:19]([CH3:22])=[CH:20][CH:21]=1)[C:9]1[CH:10]=[CH:11][CH:12]=[CH:13][CH:14]=1)[CH3:25], predict the reactants needed to synthesize it. The reactants are: [OH:1][CH:2]([CH:8]([N:15]([CH3:23])[C:16]1[CH:21]=[CH:20][C:19]([CH3:22])=[CH:18][CH:17]=1)[C:9]1[CH:14]=[CH:13][CH:12]=[CH:11][CH:10]=1)[C:3]([O:5]CC)=O.[CH2:24]([NH2:26])[CH3:25]. (3) Given the product [OH:8][C:9]1[CH:10]=[C:11]([CH2:23][CH2:24][CH:25]([CH3:28])[C:26]#[N:27])[CH:12]=[CH:13][C:14]=1[N:15]1[CH2:19][C:18](=[O:20])[NH:17][S:16]1(=[O:22])=[O:21], predict the reactants needed to synthesize it. The reactants are: C([O:8][C:9]1[CH:10]=[C:11](/[CH:23]=[CH:24]/[CH:25]([CH3:28])[C:26]#[N:27])[CH:12]=[CH:13][C:14]=1[N:15]1[CH2:19][C:18](=[O:20])[NH:17][S:16]1(=[O:22])=[O:21])C1C=CC=CC=1.